Task: Predict the product of the given reaction.. Dataset: Forward reaction prediction with 1.9M reactions from USPTO patents (1976-2016) The product is: [ClH:31].[CH3:23][CH:22]([NH:21][CH2:20][C:10]1([NH2:12])[CH2:11][NH:8][CH2:9]1)[CH3:24]. Given the reactants C1(C(C2C=CC=CC=2)[N:8]2[CH2:11][C:10]([CH2:20][NH:21][CH:22]([CH3:24])[CH3:23])([NH:12]CC3C=CC=CC=3)[CH2:9]2)C=CC=CC=1.[ClH:31].O1CCOCC1, predict the reaction product.